Dataset: Reaction yield outcomes from USPTO patents with 853,638 reactions. Task: Predict the reaction yield, written as a fraction of the theoretical maximum amount of product (1.0 means a 100% yield; for example, 0.34 means a 34% yield). (1) The reactants are [Br:1][C:2]1[CH:3]=[C:4]2[C:9](=[CH:10][CH:11]=1)[C:8](=[O:12])[NH:7][C:6](=[O:13])/[C:5]/2=[CH:14]/OC.[CH3:17][N:18]([CH:26]1[CH2:30][CH2:29][N:28]([CH3:31])[CH2:27]1)[C:19]1[CH:24]=[CH:23][C:22]([NH2:25])=[CH:21][CH:20]=1.C(N(CC)CC)C. The catalyst is CN(C)C=O. The product is [Br:1][C:2]1[CH:3]=[C:4]2[C:9](=[CH:10][CH:11]=1)[C:8](=[O:12])[NH:7][C:6](=[O:13])/[C:5]/2=[CH:14]\[NH:25][C:22]1[CH:21]=[CH:20][C:19]([N:18]([CH3:17])[CH:26]2[CH2:30][CH2:29][N:28]([CH3:31])[CH2:27]2)=[CH:24][CH:23]=1. The yield is 0.440. (2) The reactants are [CH2:1]([N:3]([CH2:37][CH3:38])[CH2:4][CH2:5][CH2:6][NH:7][C:8]1[N:9]=[C:10]([C:27]2[CH:28]=[C:29]([CH:33]=[CH:34][C:35]=2[CH3:36])[C:30]([OH:32])=O)[C:11]2[CH:17]=[CH:16][C:15](=[O:18])[N:14]([C:19]3[C:24]([F:25])=[CH:23][CH:22]=[CH:21][C:20]=3[F:26])[C:12]=2[N:13]=1)[CH3:2].CN(C(ON1N=NC2C=CC=CC1=2)=[N+](C)C)C.F[P-](F)(F)(F)(F)F.[F:63][C:64]([F:68])([F:67])[CH2:65][NH2:66]. The catalyst is C(Cl)Cl. The product is [CH2:37]([N:3]([CH2:1][CH3:2])[CH2:4][CH2:5][CH2:6][NH:7][C:8]1[N:9]=[C:10]([C:27]2[CH:28]=[C:29]([CH:33]=[CH:34][C:35]=2[CH3:36])[C:30]([NH:66][CH2:65][C:64]([F:68])([F:67])[F:63])=[O:32])[C:11]2[CH:17]=[CH:16][C:15](=[O:18])[N:14]([C:19]3[C:20]([F:26])=[CH:21][CH:22]=[CH:23][C:24]=3[F:25])[C:12]=2[N:13]=1)[CH3:38]. The yield is 0.800. (3) The reactants are CC1(C)[O:6][C@H:5]([C:7]2[N:11]=[C:10]([NH:12][C:13]3[C:18]([O:19][C:20]4[C:21]([CH3:26])=[N:22][CH:23]=[CH:24][CH:25]=4)=[CH:17][C:16]([S:27][C:28]4[CH:33]=[CH:32][CH:31]=[CH:30][N:29]=4)=[CH:15][N:14]=3)[S:9][N:8]=2)[CH2:4][O:3]1.Cl. The catalyst is C(O)C. The product is [CH3:26][C:21]1[C:20]([O:19][C:18]2[C:13]([NH:12][C:10]3[S:9][N:8]=[C:7]([C@@H:5]([OH:6])[CH2:4][OH:3])[N:11]=3)=[N:14][CH:15]=[C:16]([S:27][C:28]3[CH:33]=[CH:32][CH:31]=[CH:30][N:29]=3)[CH:17]=2)=[CH:25][CH:24]=[CH:23][N:22]=1. The yield is 0.824. (4) The reactants are [CH3:1][S:2](Cl)(=[O:4])=[O:3].[Br:6][C:7]1[CH:8]=[C:9]([CH:13]2[CH2:18][CH:17]([OH:19])[CH2:16][CH2:15][O:14]2)[CH:10]=[N:11][CH:12]=1. The catalyst is C(Cl)Cl. The product is [CH3:1][S:2]([O:19][CH:17]1[CH2:16][CH2:15][O:14][CH:13]([C:9]2[CH:10]=[N:11][CH:12]=[C:7]([Br:6])[CH:8]=2)[CH2:18]1)(=[O:4])=[O:3]. The yield is 0.920. (5) The reactants are [Cl:1][C:2]1[CH:7]=[CH:6][C:5]([S:8]([CH2:11][C:12]2[CH:17]=[C:16]([F:18])[CH:15]=[CH:14][C:13]=2[F:19])(=[O:10])=[O:9])=[CH:4][CH:3]=1.[Si:20]([O:37][CH2:38][C:39]1[CH:44]=[CH:43][CH:42]=[CH:41][C:40]=1[CH2:45]O)([C:33]([CH3:36])([CH3:35])[CH3:34])([C:27]1[CH:32]=[CH:31][CH:30]=[CH:29][CH:28]=1)[C:21]1[CH:26]=[CH:25][CH:24]=[CH:23][CH:22]=1.C(C=P(CCCC)(CCCC)CCCC)#N.CO. The catalyst is C1(C)C=CC=CC=1.C(OCC)(=O)C. The product is [Si:20]([O:37][CH2:38][C:39]1[CH:44]=[CH:43][CH:42]=[CH:41][C:40]=1[CH2:45][CH:11]([C:12]1[CH:17]=[C:16]([F:18])[CH:15]=[CH:14][C:13]=1[F:19])[S:8]([C:5]1[CH:6]=[CH:7][C:2]([Cl:1])=[CH:3][CH:4]=1)(=[O:10])=[O:9])([C:33]([CH3:36])([CH3:35])[CH3:34])([C:21]1[CH:26]=[CH:25][CH:24]=[CH:23][CH:22]=1)[C:27]1[CH:28]=[CH:29][CH:30]=[CH:31][CH:32]=1. The yield is 0.860.